From a dataset of TCR-epitope binding with 47,182 pairs between 192 epitopes and 23,139 TCRs. Binary Classification. Given a T-cell receptor sequence (or CDR3 region) and an epitope sequence, predict whether binding occurs between them. (1) The TCR CDR3 sequence is CASSLGVLQETQYF. The epitope is LLLGIGILV. Result: 1 (the TCR binds to the epitope). (2) The epitope is TLIGDCATV. The TCR CDR3 sequence is CASSQELAGAFTEAFF. Result: 1 (the TCR binds to the epitope).